Predict the reaction yield, written as a fraction of the theoretical maximum amount of product (1.0 means a 100% yield; for example, 0.34 means a 34% yield). From a dataset of Reaction yield outcomes from USPTO patents with 853,638 reactions. The reactants are [OH:1][C:2]1[CH:11]=[CH:10][C:5]([C:6]([NH:8][NH2:9])=[O:7])=[CH:4][CH:3]=1.[N+:12]([C:15]1[S:19][C:18]([CH:20]=O)=[CH:17][CH:16]=1)([O-:14])=[O:13]. The catalyst is C(O)(=O)C.CCO. The product is [N+:12]([C:15]1[S:19][C:18]([CH:20]=[N:9][NH:8][C:6](=[O:7])[C:5]2[CH:10]=[CH:11][C:2]([OH:1])=[CH:3][CH:4]=2)=[CH:17][CH:16]=1)([O-:14])=[O:13]. The yield is 0.950.